From a dataset of Catalyst prediction with 721,799 reactions and 888 catalyst types from USPTO. Predict which catalyst facilitates the given reaction. (1) Reactant: [OH:1][C:2]1[CH:7]=[CH:6][C:5]([CH2:8][CH2:9][C:10](=[O:12])[CH3:11])=[CH:4][CH:3]=1.Br[CH2:14][CH2:15][CH2:16][C:17]([O:19][CH2:20][CH3:21])=[O:18].[H-].[Na+]. Product: [O:12]=[C:10]([CH3:11])[CH2:9][CH2:8][C:5]1[CH:4]=[CH:3][C:2]([O:1][CH2:14][CH2:15][CH2:16][C:17]([O:19][CH2:20][CH3:21])=[O:18])=[CH:7][CH:6]=1. The catalyst class is: 9. (2) Product: [CH:27]1([NH:26][C:22]2[CH:21]=[C:20]([C:18]3[CH:17]=[C:16]([C:33]4[NH:34][N:35]=[N:36][N:37]=4)[CH:15]=[C:14]([N:11]4[CH2:12][CH2:13][NH:8][CH2:9][CH2:10]4)[N:19]=3)[CH:25]=[CH:24][N:23]=2)[CH2:28][CH2:29][CH2:30][CH2:31][CH2:32]1. The catalyst class is: 2. Reactant: C(OC([N:8]1[CH2:13][CH2:12][N:11]([C:14]2[N:19]=[C:18]([C:20]3[CH:25]=[CH:24][N:23]=[C:22]([NH:26][CH:27]4[CH2:32][CH2:31][CH2:30][CH2:29][CH2:28]4)[CH:21]=3)[CH:17]=[C:16]([C:33]3[NH:37][N:36]=[N:35][N:34]=3)[CH:15]=2)[CH2:10][CH2:9]1)=O)(C)(C)C.C(O)(C(F)(F)F)=O. (3) Reactant: [OH:1][C:2]1[CH:7]=[C:6]([CH3:8])[C:5]([NH:9][CH:10]=[O:11])=[C:4]([CH3:12])[C:3]=1[CH3:13].Br[CH2:15]/[CH:16]=[CH:17]/[C:18]1[CH:23]=[CH:22][C:21]([F:24])=[CH:20][CH:19]=1. Product: [F:24][C:21]1[CH:22]=[CH:23][C:18](/[CH:17]=[CH:16]/[CH2:15][O:1][C:2]2[CH:7]=[C:6]([CH3:8])[C:5]([NH:9][CH:10]=[O:11])=[C:4]([CH3:12])[C:3]=2[CH3:13])=[CH:19][CH:20]=1. The catalyst class is: 175. (4) Reactant: [CH2:1]([N:3]([C:7]1[C:11]2[CH:12]=[N:13][C:14]([NH:17][C:18]([NH:20][C@@H:21]([C:23]3[CH:28]=[CH:27][CH:26]=[CH:25][CH:24]=3)[CH3:22])=[O:19])=[C:15]([F:16])[C:10]=2[NH:9][N:8]=1)C(=O)C)[CH3:2].Cl. Product: [CH2:1]([NH:3][C:7]1[C:11]2[CH:12]=[N:13][C:14]([NH:17][C:18]([NH:20][C@@H:21]([C:23]3[CH:24]=[CH:25][CH:26]=[CH:27][CH:28]=3)[CH3:22])=[O:19])=[C:15]([F:16])[C:10]=2[NH:9][N:8]=1)[CH3:2]. The catalyst class is: 1. (5) The catalyst class is: 610. Reactant: [C:1]([OH:5])(=O)[CH:2]=[CH2:3].C(N1C[CH2:14][O:13]CC1)(=O)C=C.[CH2:16]([C:18]([CH2:23][OH:24])([CH2:21][OH:22])[CH2:19]C)[OH:17].C1(=O)[O:31][CH2:30]CCCC1.CC(COC(C(COC(CC[CH2:63][CH2:64][CH2:65][O:66][C:67]([CH:69]=[CH2:70])=[O:68])=O)(C)C)=O)(C[O:37]C(CC[CH2:63][CH2:64][CH2:65][O:66][C:67]([CH:69]=[CH2:70])=[O:68])=[O:37])C. Product: [OH:31][CH2:30][C:2]([CH2:1][OH:5])([CH2:3][O:17][CH2:16][C:18]([CH2:23][OH:24])([CH2:21][OH:22])[CH2:19][OH:37])[CH2:14][OH:13].[C:67]1(=[O:68])[O:66][CH2:65][CH2:64][CH2:63][CH2:70][CH2:69]1. (6) Reactant: [F:1][C:2]([F:20])([F:19])[C:3]1[CH:4]=[C:5]([CH:9]=[CH:10][C:11]=1[O:12][C@@H:13]([CH3:18])[C:14]([F:17])([F:16])[F:15])[C:6](O)=[O:7].B.C1COCC1.Cl. Product: [F:1][C:2]([F:19])([F:20])[C:3]1[CH:4]=[C:5]([CH2:6][OH:7])[CH:9]=[CH:10][C:11]=1[O:12][C@@H:13]([CH3:18])[C:14]([F:15])([F:16])[F:17]. The catalyst class is: 1. (7) Reactant: C(N(CC)C(C)C)(C)C.Cl.[NH2:11][C@@H:12]([C:20]([CH3:23])([CH3:22])[CH3:21])[C:13]([O:15][C:16]([CH3:19])([CH3:18])[CH3:17])=[O:14].[NH2:24][C:25]1[N:30]=[CH:29][C:28]([C:31]2[CH:32]=[CH:33][C:34]([C:37](O)=[O:38])=[N:35][CH:36]=2)=[CH:27][N:26]=1. Product: [NH2:24][C:25]1[N:30]=[CH:29][C:28]([C:31]2[CH:32]=[CH:33][C:34]([C:37]([NH:11][C@@H:12]([C:20]([CH3:23])([CH3:22])[CH3:21])[C:13]([O:15][C:16]([CH3:17])([CH3:19])[CH3:18])=[O:14])=[O:38])=[N:35][CH:36]=2)=[CH:27][N:26]=1. The catalyst class is: 9.